This data is from Reaction yield outcomes from USPTO patents with 853,638 reactions. The task is: Predict the reaction yield, written as a fraction of the theoretical maximum amount of product (1.0 means a 100% yield; for example, 0.34 means a 34% yield). The reactants are Cl[C:2]1[CH:3]=[CH:4][C:5]2[O:14][CH2:13][CH2:12][C:11]3[CH:10]=[C:9]([C:15]4[N:16]([C:20]5[CH:25]=[CH:24][C:23]([F:26])=[CH:22][C:21]=5[F:27])[N:17]=[CH:18][N:19]=4)[S:8][C:7]=3[C:6]=2[N:28]=1.Cl.[CH:30]1(NC)[CH2:34][CH2:33][CH2:32][CH2:31]1.[CH2:37]([N:41]1CCN2CCN(CCCC)P1N(CCCC)CC2)CCC.CC(C)([O-])C. The catalyst is O1CCOCC1.CC([O-])=O.CC([O-])=O.[Pd+2]. The product is [CH:30]1([CH2:37][NH:41][C:2]2[CH:3]=[CH:4][C:5]3[O:14][CH2:13][CH2:12][C:11]4[CH:10]=[C:9]([C:15]5[N:16]([C:20]6[CH:25]=[CH:24][C:23]([F:26])=[CH:22][C:21]=6[F:27])[N:17]=[CH:18][N:19]=5)[S:8][C:7]=4[C:6]=3[N:28]=2)[CH2:31][CH2:32][CH2:33][CH2:34]1. The yield is 0.130.